This data is from NCI-60 drug combinations with 297,098 pairs across 59 cell lines. The task is: Regression. Given two drug SMILES strings and cell line genomic features, predict the synergy score measuring deviation from expected non-interaction effect. (1) Drug 1: CC1CCC2CC(C(=CC=CC=CC(CC(C(=O)C(C(C(=CC(C(=O)CC(OC(=O)C3CCCCN3C(=O)C(=O)C1(O2)O)C(C)CC4CCC(C(C4)OC)OCCO)C)C)O)OC)C)C)C)OC. Drug 2: C1CN(P(=O)(OC1)NCCCl)CCCl. Cell line: SF-268. Synergy scores: CSS=2.74, Synergy_ZIP=-2.24, Synergy_Bliss=0.178, Synergy_Loewe=-1.79, Synergy_HSA=-0.378. (2) Drug 1: CC1=CC2C(CCC3(C2CCC3(C(=O)C)OC(=O)C)C)C4(C1=CC(=O)CC4)C. Drug 2: C1=NNC2=C1C(=O)NC=N2. Cell line: SW-620. Synergy scores: CSS=-0.382, Synergy_ZIP=2.77, Synergy_Bliss=4.28, Synergy_Loewe=0.321, Synergy_HSA=0.975. (3) Drug 1: C1=NC2=C(N1)C(=S)N=C(N2)N. Drug 2: C1=NC(=NC(=O)N1C2C(C(C(O2)CO)O)O)N. Cell line: MDA-MB-435. Synergy scores: CSS=0.629, Synergy_ZIP=-6.37, Synergy_Bliss=-4.26, Synergy_Loewe=-10.3, Synergy_HSA=-7.68. (4) Drug 1: C1=CN(C(=O)N=C1N)C2C(C(C(O2)CO)O)O.Cl. Drug 2: C1=NC2=C(N1)C(=S)N=CN2. Cell line: DU-145. Synergy scores: CSS=45.7, Synergy_ZIP=14.6, Synergy_Bliss=16.9, Synergy_Loewe=10.9, Synergy_HSA=16.2.